This data is from Peptide-MHC class I binding affinity with 185,985 pairs from IEDB/IMGT. The task is: Regression. Given a peptide amino acid sequence and an MHC pseudo amino acid sequence, predict their binding affinity value. This is MHC class I binding data. (1) The peptide sequence is YHSNVKEL. The MHC is HLA-B15:03 with pseudo-sequence HLA-B15:03. The binding affinity (normalized) is 0.337. (2) The peptide sequence is VFTSRIQVI. The MHC is HLA-B46:01 with pseudo-sequence HLA-B46:01. The binding affinity (normalized) is 0.0847. (3) The peptide sequence is KAAVDLSHFL. The MHC is HLA-B08:01 with pseudo-sequence HLA-B08:01. The binding affinity (normalized) is 0.146. (4) The peptide sequence is NLINVELSL. The MHC is HLA-B38:01 with pseudo-sequence HLA-B38:01. The binding affinity (normalized) is 0.185.